Dataset: Forward reaction prediction with 1.9M reactions from USPTO patents (1976-2016). Task: Predict the product of the given reaction. (1) Given the reactants [CH3:1][O:2][C:3](=[O:27])[C@H:4]([CH2:17][C:18]1[CH:23]=[CH:22][C:21]([N+:24]([O-:26])=[O:25])=[CH:20][CH:19]=1)[NH:5][C:6]([C:8]1([CH2:13][CH2:14][O:15][CH3:16])[CH2:12][CH2:11][CH2:10][CH2:9]1)=O.COC1C=CC(P2(SP(C3C=CC(OC)=CC=3)(=S)S2)=[S:37])=CC=1, predict the reaction product. The product is: [CH3:1][O:2][C:3](=[O:27])[C@H:4]([CH2:17][C:18]1[CH:23]=[CH:22][C:21]([N+:24]([O-:26])=[O:25])=[CH:20][CH:19]=1)[NH:5][C:6]([C:8]1([CH2:13][CH2:14][O:15][CH3:16])[CH2:12][CH2:11][CH2:10][CH2:9]1)=[S:37]. (2) Given the reactants C[O:2][C:3]([C:5]1[CH:18]=[CH:17][C:16]2[S:15][C:14]3[C:9](=[CH:10][CH:11]=[CH:12][C:13]=3[C:19]3[O:20][C:21]([N:26]4[CH2:31][CH2:30][O:29][CH2:28][CH2:27]4)=[CH:22][C:23](=[O:25])[CH:24]=3)[S:8][C:7]=2[CH:6]=1)=[O:4].[OH-].[Na+:33], predict the reaction product. The product is: [Na+:33].[N:26]1([C:21]2[O:20][C:19]([C:13]3[CH:12]=[CH:11][CH:10]=[C:9]4[C:14]=3[S:15][C:16]3[CH:17]=[CH:18][C:5]([C:3]([O-:4])=[O:2])=[CH:6][C:7]=3[S:8]4)=[CH:24][C:23](=[O:25])[CH:22]=2)[CH2:31][CH2:30][O:29][CH2:28][CH2:27]1. (3) The product is: [F:18][C:15]1[CH:14]=[CH:13][C:12]([C:7]2[N:8]=[C:9]([CH3:11])[S:10][C:6]=2[C:4]([OH:5])=[O:3])=[CH:17][CH:16]=1. Given the reactants C([O:3][C:4]([C:6]1[S:10][C:9]([CH3:11])=[N:8][C:7]=1[C:12]1[CH:17]=[CH:16][C:15]([F:18])=[CH:14][CH:13]=1)=[O:5])C.COC(C1N=C(N(C)C)SC=1C1C=CC=C(OC)C=1)=O, predict the reaction product. (4) Given the reactants [NH2:1][C:2]1[CH:3]=[N:4][CH:5]=[CH:6][C:7]=1[CH:8]1[CH2:24][CH:12]2[N:13]([C:17]([O:19][C:20]([CH3:23])([CH3:22])[CH3:21])=[O:18])[C:14](=[O:16])[O:15][CH:11]2[CH:10]([CH3:25])[CH2:9]1.[Br:26][C:27]1[N:32]=[C:31]([C:33](O)=[O:34])[CH:30]=[CH:29][C:28]=1[F:36], predict the reaction product. The product is: [Br:26][C:27]1[N:32]=[C:31]([C:33]([NH:1][C:2]2[CH:3]=[N:4][CH:5]=[CH:6][C:7]=2[CH:8]2[CH2:24][CH:12]3[N:13]([C:17]([O:19][C:20]([CH3:21])([CH3:23])[CH3:22])=[O:18])[C:14](=[O:16])[O:15][CH:11]3[CH:10]([CH3:25])[CH2:9]2)=[O:34])[CH:30]=[CH:29][C:28]=1[F:36]. (5) Given the reactants [Cl:1][C:2]1[C:7]([C:8]2[CH:13]=[CH:12][CH:11]=[CH:10][CH:9]=2)=[N:6][N:5]=[C:4]2[N:14]([CH2:23][CH3:24])[N:15]=[C:16]([C:17]3[CH:22]=[CH:21][CH:20]=[CH:19][CH:18]=3)[C:3]=12.[OH:25]CCNN, predict the reaction product. The product is: [Cl:1][C:2]1[C:7]([C:8]2[CH:9]=[CH:10][CH:11]=[CH:12][CH:13]=2)=[N:6][N:5]=[C:4]2[N:14]([CH2:23][CH2:24][OH:25])[N:15]=[C:16]([C:17]3[CH:18]=[CH:19][CH:20]=[CH:21][CH:22]=3)[C:3]=12. (6) The product is: [CH2:5]([N:7]([CH2:8][CH3:9])[C:32](=[O:34])[CH2:31][C:29]1[CH:28]=[CH:27][CH:26]=[C:25]([NH:24][S:21]([N:12]2[CH2:13][CH2:14][C:15]3[CH:20]=[CH:19][CH:18]=[CH:17][C:16]=3[CH2:10][CH2:11]2)(=[O:22])=[O:23])[N:30]=1)[CH3:6]. Given the reactants [Cl-].C[Al+]C.[CH2:5]([NH:7][CH2:8][CH3:9])[CH3:6].[CH2:10]1[C:16]2[CH:17]=[CH:18][CH:19]=[CH:20][C:15]=2[CH2:14][CH2:13][N:12]([S:21]([NH:24][C:25]2[N:30]=[C:29]([CH2:31][C:32]([O:34]CC)=O)[CH:28]=[CH:27][CH:26]=2)(=[O:23])=[O:22])[CH2:11]1, predict the reaction product. (7) Given the reactants N1C=CC=CC=1C(O)=O.[NH2:10][C:11]1[C:16]([C:17]2[CH:22]=[CH:21][C:20]([OH:23])=[CH:19][CH:18]=2)=[CH:15][CH:14]=[CH:13][N:12]=1.P([O-])([O-])([O-])=O.[K+].[K+].[K+].I[C:33]1[CH:38]=[CH:37][C:36]([CH3:39])=[CH:35][CH:34]=1, predict the reaction product. The product is: [CH3:39][C:36]1[CH:37]=[CH:38][C:33]([O:23][C:20]2[CH:21]=[CH:22][C:17]([C:16]3[C:11]([NH2:10])=[N:12][CH:13]=[CH:14][CH:15]=3)=[CH:18][CH:19]=2)=[CH:34][CH:35]=1.